From a dataset of NCI-60 drug combinations with 297,098 pairs across 59 cell lines. Regression. Given two drug SMILES strings and cell line genomic features, predict the synergy score measuring deviation from expected non-interaction effect. (1) Drug 1: C1=CC(=CC=C1CC(C(=O)O)N)N(CCCl)CCCl.Cl. Drug 2: CC12CCC3C(C1CCC2O)C(CC4=C3C=CC(=C4)O)CCCCCCCCCS(=O)CCCC(C(F)(F)F)(F)F. Synergy scores: CSS=1.73, Synergy_ZIP=-1.38, Synergy_Bliss=-0.331, Synergy_Loewe=-7.65, Synergy_HSA=-4.42. Cell line: SF-268. (2) Drug 1: C1=NC2=C(N=C(N=C2N1C3C(C(C(O3)CO)O)O)F)N. Drug 2: CC1=C(C(CCC1)(C)C)C=CC(=CC=CC(=CC(=O)O)C)C. Cell line: NCI-H226. Synergy scores: CSS=2.69, Synergy_ZIP=-2.31, Synergy_Bliss=-3.49, Synergy_Loewe=-1.33, Synergy_HSA=-1.59. (3) Drug 1: C1=CC(=CC=C1CCC2=CNC3=C2C(=O)NC(=N3)N)C(=O)NC(CCC(=O)O)C(=O)O. Drug 2: CC1C(C(CC(O1)OC2CC(CC3=C2C(=C4C(=C3O)C(=O)C5=C(C4=O)C(=CC=C5)OC)O)(C(=O)C)O)N)O.Cl. Cell line: CCRF-CEM. Synergy scores: CSS=59.4, Synergy_ZIP=1.91, Synergy_Bliss=0.778, Synergy_Loewe=-0.411, Synergy_HSA=3.98.